From a dataset of Forward reaction prediction with 1.9M reactions from USPTO patents (1976-2016). Predict the product of the given reaction. (1) The product is: [CH:41]([Cl:44])([Cl:43])[Cl:42].[CH3:14][OH:15].[NH4+:19].[OH-:15].[OH2:15]. Given the reactants CCCCCCCCCCCCC[CH2:14][O:15]CC(OCCCCCCCCCCCCCC)C[N+:19](CCO)(C)C.[Br-].[CH:41]([Cl:44])([Cl:43])[Cl:42], predict the reaction product. (2) Given the reactants [OH-].[Na+].[CH3:3][O:4][C:5]1[CH:10]=[CH:9][C:8]([C:11]2[C:15]3[C:16]([NH:20][CH2:21][C:22]([CH3:26])([CH3:25])[CH2:23][OH:24])=[N:17][CH:18]=[CH:19][C:14]=3[O:13][C:12]=2[C:27]2[CH:32]=[CH:31][CH:30]=[CH:29][CH:28]=2)=[CH:7][CH:6]=1.Br[CH2:34][C:35]([O:37][C:38]([CH3:41])([CH3:40])[CH3:39])=[O:36], predict the reaction product. The product is: [CH3:3][O:4][C:5]1[CH:6]=[CH:7][C:8]([C:11]2[C:15]3[C:16]([NH:20][CH2:21][C:22]([CH3:26])([CH3:25])[CH2:23][O:24][CH2:34][C:35]([O:37][C:38]([CH3:41])([CH3:40])[CH3:39])=[O:36])=[N:17][CH:18]=[CH:19][C:14]=3[O:13][C:12]=2[C:27]2[CH:32]=[CH:31][CH:30]=[CH:29][CH:28]=2)=[CH:9][CH:10]=1. (3) Given the reactants [OH:1][C:2]1[C:13]2=[C:14]3[N:9]([CH2:10][CH2:11][CH2:12]2)[CH2:8][CH2:7][CH2:6][C:5]3=[CH:4][C:3]=1[CH:15]=[O:16].CI.[C:19](=O)([O-])[O-].[K+].[K+].O, predict the reaction product. The product is: [CH3:19][O:1][C:2]1[C:13]2=[C:14]3[N:9]([CH2:10][CH2:11][CH2:12]2)[CH2:8][CH2:7][CH2:6][C:5]3=[CH:4][C:3]=1[CH:15]=[O:16]. (4) Given the reactants C(OC(=O)[C@H](N(CC1C=C(C(OC(C)(C)C)=O)SC=1)C(=O)C[C@@H:12]1[C:21]2[C:16](=[CH:17][C:18](O)=[CH:19][CH:20]=2)[CH2:15][CH2:14][CH2:13]1)C)(C)(C)C, predict the reaction product. The product is: [CH2:20]1[C:21]2[C:16](=[CH:15][CH:14]=[CH:13][CH:12]=2)[CH2:17][CH2:18][CH2:19]1. (5) Given the reactants [N:1]1[CH:6]=[CH:5][CH:4]=[N:3][C:2]=1[C:7]([OH:9])=O.S(Cl)([Cl:12])=O, predict the reaction product. The product is: [N:1]1[CH:6]=[CH:5][CH:4]=[N:3][C:2]=1[C:7]([Cl:12])=[O:9]. (6) Given the reactants [C:1]([O:5][C:6]([NH:8][C@H:9]1[C@@H:13]2[C:14]([CH:17]([CH2:20][CH3:21])[CH2:18][CH3:19])=[N:15][O:16][C@@H:12]2[C@@H:11]([C:22]([O:24][CH3:25])=[O:23])[CH2:10]1)=[O:7])([CH3:4])([CH3:3])[CH3:2].[ClH:26].[H][H], predict the reaction product. The product is: [ClH:26].[NH2:15][C@H:14]([C@@H:13]1[C@H:9]([NH:8][C:6]([O:5][C:1]([CH3:3])([CH3:4])[CH3:2])=[O:7])[CH2:10][C@H:11]([C:22]([O:24][CH3:25])=[O:23])[C@H:12]1[OH:16])[CH:17]([CH2:18][CH3:19])[CH2:20][CH3:21].